From a dataset of Full USPTO retrosynthesis dataset with 1.9M reactions from patents (1976-2016). Predict the reactants needed to synthesize the given product. (1) Given the product [CH3:35][O:34][C:27]1[CH:28]=[CH:29][C:30]([O:32][CH3:33])=[CH:31][C:26]=1[CH2:25][NH:24][C:20]1[N:19]=[C:18]([O:17][C:13]2[CH:14]=[C:15]([CH3:16])[C:7]3[CH:6]([CH2:5][C:4]([OH:36])=[O:3])[O:10][B:9]([OH:11])[C:8]=3[CH:12]=2)[CH:23]=[CH:22][N:21]=1, predict the reactants needed to synthesize it. The reactants are: C([O:3][C:4](=[O:36])[CH2:5][CH:6]1[O:10][B:9]([OH:11])[C:8]2[CH:12]=[C:13]([O:17][C:18]3[CH:23]=[CH:22][N:21]=[C:20]([NH:24][CH2:25][C:26]4[CH:31]=[C:30]([O:32][CH3:33])[CH:29]=[CH:28][C:27]=4[O:34][CH3:35])[N:19]=3)[CH:14]=[C:15]([CH3:16])[C:7]1=2)C.[OH-].[Li+]. (2) Given the product [Cl:3][C:7]1[C:12]([Cl:13])=[C:11]([CH3:14])[N:10]=[CH:9][N:8]=1, predict the reactants needed to synthesize it. The reactants are: O=P(Cl)(Cl)[Cl:3].O[C:7]1[C:12]([Cl:13])=[C:11]([CH3:14])[N:10]=[CH:9][N:8]=1. (3) Given the product [OH:6][C:2]([CH3:5])([CH3:1])[CH2:3][O:4][C:8]1[N:9]=[C:10]([OH:24])[C:11]2[CH:17]=[CH:16][N:15]=[C:14]([C:18]3[N:19]=[CH:20][N:21]([CH3:23])[CH:22]=3)[C:12]=2[N:13]=1, predict the reactants needed to synthesize it. The reactants are: [CH3:1][C:2]([OH:6])([CH3:5])[CH2:3][OH:4].Cl[C:8]1[N:9]=[C:10]([OH:24])[C:11]2[CH:17]=[CH:16][N:15]=[C:14]([C:18]3[N:19]=[CH:20][N:21]([CH3:23])[CH:22]=3)[C:12]=2[N:13]=1. (4) Given the product [CH3:38][N:20]([S:21]([C:24]1[CH:25]=[CH:26][C:27]([C:30]2[CH:35]=[CH:34][CH:33]=[C:32]([S:36][CH3:37])[CH:31]=2)=[CH:28][CH:29]=1)(=[O:23])=[O:22])[CH:19]1[C:13]2[CH:12]=[CH:11][CH:10]=[C:9]([O:8][CH2:7][C:6]([OH:39])=[O:5])[C:14]=2[CH2:15][CH2:16][CH2:17][CH2:18]1, predict the reactants needed to synthesize it. The reactants are: C([O:5][C:6](=[O:39])[CH2:7][O:8][C:9]1[C:14]2[CH2:15][CH2:16][CH2:17][CH2:18][CH:19]([N:20]([CH3:38])[S:21]([C:24]3[CH:29]=[CH:28][C:27]([C:30]4[CH:35]=[CH:34][CH:33]=[C:32]([S:36][CH3:37])[CH:31]=4)=[CH:26][CH:25]=3)(=[O:23])=[O:22])[C:13]=2[CH:12]=[CH:11][CH:10]=1)(C)(C)C.[OH-].[Na+]. (5) Given the product [CH2:28]([O:13][C:12](=[O:14])[C:11](=[O:15])[CH2:10][C:9]([CH3:17])([CH3:16])[CH2:8][C:4]1[CH:5]=[CH:6][CH:7]=[C:2]([Cl:1])[CH:3]=1)[CH3:29], predict the reactants needed to synthesize it. The reactants are: [Cl:1][C:2]1[CH:3]=[C:4]([CH2:8][C:9]([CH3:17])([CH3:16])[CH2:10][C:11](=[O:15])[C:12]([OH:14])=[O:13])[CH:5]=[CH:6][CH:7]=1.S(=O)(=O)(O)O.C(=O)(O)[O-].[Na+].[CH2:28](O)[CH3:29].